Task: Predict the product of the given reaction.. Dataset: Forward reaction prediction with 1.9M reactions from USPTO patents (1976-2016) (1) Given the reactants [C:1]([C:5]1[CH:6]=[C:7]([NH:17][C:18]([NH:20][C:21]2[C:30]3[C:25](=[CH:26][CH:27]=[CH:28][CH:29]=3)[C:24]([O:31][C:32]3[CH:37]=[CH:36][N:35]=[C:34]([NH:38][C:39]4[CH:44]=[C:43]([O:45][CH2:46][CH2:47][O:48][CH2:49][CH2:50][O:51][CH2:52][CH2:53][O:54][CH3:55])[CH:42]=[C:41]([O:56][CH3:57])[CH:40]=4)[N:33]=3)=[CH:23][CH:22]=2)=[O:19])[C:8]([O:15][CH3:16])=[C:9]([CH:14]=1)[C:10]([O:12]C)=[O:11])([CH3:4])([CH3:3])[CH3:2].[OH-].[Na+].CO.Cl, predict the reaction product. The product is: [C:1]([C:5]1[CH:6]=[C:7]([NH:17][C:18]([NH:20][C:21]2[C:30]3[C:25](=[CH:26][CH:27]=[CH:28][CH:29]=3)[C:24]([O:31][C:32]3[CH:37]=[CH:36][N:35]=[C:34]([NH:38][C:39]4[CH:44]=[C:43]([O:45][CH2:46][CH2:47][O:48][CH2:49][CH2:50][O:51][CH2:52][CH2:53][O:54][CH3:55])[CH:42]=[C:41]([O:56][CH3:57])[CH:40]=4)[N:33]=3)=[CH:23][CH:22]=2)=[O:19])[C:8]([O:15][CH3:16])=[C:9]([CH:14]=1)[C:10]([OH:12])=[O:11])([CH3:4])([CH3:2])[CH3:3]. (2) Given the reactants [CH3:1][N:2]1[C:6]2[CH:7]=[CH:8][C:9]([C:11]([OH:13])=O)=[CH:10][C:5]=2[N:4]=[C:3]1[NH:14][C:15]1[S:16][C:17]2[CH:23]=[C:22]([O:24][C:25]([F:28])([F:27])[F:26])[CH:21]=[CH:20][C:18]=2[N:19]=1.[CH3:29][O:30][CH2:31][CH2:32][NH2:33].C1C=CC(P(N=[N+]=[N-])(C2C=CC=CC=2)=O)=CC=1.CCN(C(C)C)C(C)C, predict the reaction product. The product is: [CH3:29][O:30][CH2:31][CH2:32][NH:33][C:11]([C:9]1[CH:8]=[CH:7][C:6]2[N:2]([CH3:1])[C:3]([NH:14][C:15]3[S:16][C:17]4[CH:23]=[C:22]([O:24][C:25]([F:27])([F:28])[F:26])[CH:21]=[CH:20][C:18]=4[N:19]=3)=[N:4][C:5]=2[CH:10]=1)=[O:13]. (3) Given the reactants [C:1]1([CH2:11][C:12]#N)[C:10]2[C:5](=[CH:6][CH:7]=[CH:8][CH:9]=2)[CH:4]=[CH:3][CH:2]=1.C[N:15]([CH:17]=O)C.[CH3:19]I.[H-].[Na+], predict the reaction product. The product is: [CH3:19][C:11]([C:1]1[C:10]2[C:5](=[CH:6][CH:7]=[CH:8][CH:9]=2)[CH:4]=[CH:3][CH:2]=1)([CH3:12])[C:17]#[N:15]. (4) The product is: [CH3:1][O:2][C:3]1[C:12]2[CH2:11][C@@H:10]([N:13]3[CH2:17][CH2:16][CH2:15][CH2:14]3)[CH2:9][CH2:8][C:7]=2[C:6]([NH:18][S:25]([C:21]2[CH:20]=[N:19][CH:24]=[CH:23][CH:22]=2)(=[O:27])=[O:26])=[CH:5][CH:4]=1. Given the reactants [CH3:1][O:2][C:3]1[C:12]2[CH2:11][C@@H:10]([N:13]3[CH2:17][CH2:16][CH2:15][CH2:14]3)[CH2:9][CH2:8][C:7]=2[C:6]([NH2:18])=[CH:5][CH:4]=1.[N:19]1[CH:24]=[CH:23][CH:22]=[C:21]([S:25](Cl)(=[O:27])=[O:26])[CH:20]=1.N1C=CC=CC=1, predict the reaction product. (5) Given the reactants Cl[C:2]1[N:7]=[C:6]2[N:8]=[C:9]([C:11]3[N:12]=[C:13]([CH2:16][C:17]4[CH:22]=[C:21]([Cl:23])[CH:20]=[CH:19][C:18]=4[O:24][CH2:25][CH:26]([CH3:28])[CH3:27])[S:14][CH:15]=3)[NH:10][C:5]2=[CH:4][CH:3]=1.[NH:29]1[CH2:34][CH2:33][O:32][CH2:31][CH2:30]1, predict the reaction product. The product is: [Cl:23][C:21]1[CH:20]=[CH:19][C:18]([O:24][CH2:25][CH:26]([CH3:28])[CH3:27])=[C:17]([CH2:16][C:13]2[S:14][CH:15]=[C:11]([C:9]3[NH:10][C:5]4[C:6]([N:8]=3)=[N:7][C:2]([N:29]3[CH2:34][CH2:33][O:32][CH2:31][CH2:30]3)=[CH:3][CH:4]=4)[N:12]=2)[CH:22]=1. (6) Given the reactants [CH3:1][N:2]1[CH:6]=[N:5][N:4]=[C:3]1[C:7]#N.C[Si](Cl)(C)C.[C:14]1([Mg]Br)[CH:19]=[CH:18][CH:17]=[CH:16][CH:15]=1.C1C[O:25]CC1, predict the reaction product. The product is: [CH3:1][N:2]1[CH:6]=[N:5][N:4]=[C:3]1[C:7]([C:14]1[CH:19]=[CH:18][CH:17]=[CH:16][CH:15]=1)=[O:25]. (7) The product is: [C:1]([C:5]1[CH:10]=[CH:9][C:8]2[N:11]=[C:12]([C:13]3[CH:14]=[CH:15][N:16]=[CH:17][CH:18]=3)[O:20][C:7]=2[CH:6]=1)([CH3:2])([CH3:3])[CH3:4]. Given the reactants [C:1]([C:5]1[CH:10]=[CH:9][C:8]([NH:11][C:12](=O)[C:13]2[CH:18]=[CH:17][N:16]=[CH:15][CH:14]=2)=[C:7]([OH:20])[CH:6]=1)([CH3:4])([CH3:3])[CH3:2].C(Cl)(Cl)(Cl)Cl.C1(P(C2C=CC=CC=2)C2C=CC=CC=2)C=CC=CC=1.C(N(CC)CC)C, predict the reaction product. (8) Given the reactants [CH3:1][O:2][C:3](=[O:22])[CH2:4][O:5][C:6]1[CH:7]=[CH:8][C:9]2[O:13][C:12]([NH:14][CH:15]3[CH2:20][CH2:19][NH:18][CH2:17][CH2:16]3)=[N:11][C:10]=2[CH:21]=1.C(OC(N1CCC(N(OC)C2OC3C=CC(C(OC)=O)=CC=3N=2)CC1)=O)(C)(C)C.FC(F)(F)C(O)=O.[CH2:59]([O:61][C:62]1[CH:63]=[C:64]([CH:67]=[CH:68][C:69]=1[O:70][CH3:71])[CH:65]=O)[CH3:60].C([BH3-])#N.[Na+].C(N(C(C)C)C(C)C)C, predict the reaction product. The product is: [CH3:1][O:2][C:3](=[O:22])[CH2:4][O:5][C:6]1[CH:7]=[CH:8][C:9]2[O:13][C:12]([NH:14][CH:15]3[CH2:20][CH2:19][N:18]([CH2:65][C:64]4[CH:67]=[CH:68][C:69]([O:70][CH3:71])=[C:62]([O:61][CH2:59][CH3:60])[CH:63]=4)[CH2:17][CH2:16]3)=[N:11][C:10]=2[CH:21]=1. (9) Given the reactants [Si]([O:8][CH2:9][C:10]1[CH:19]=[CH:18][CH:17]=[C:16]2[C:11]=1[C:12](=[O:30])[N:13]([C:21]1[S:25][CH:24]=[C:23]([C:26]([O:28]C)=[O:27])[CH:22]=1)[C:14](=[O:20])[NH:15]2)(C(C)(C)C)(C)C.[F-].C([N+](CCCC)(CCCC)CCCC)CCC.O.[OH-].[Li+].Cl, predict the reaction product. The product is: [OH:8][CH2:9][C:10]1[CH:19]=[CH:18][CH:17]=[C:16]2[C:11]=1[C:12](=[O:30])[N:13]([C:21]1[S:25][CH:24]=[C:23]([C:26]([OH:28])=[O:27])[CH:22]=1)[C:14](=[O:20])[NH:15]2. (10) The product is: [Cl:25][C:26]1[N:31]=[CH:30][C:29]([C:32]([N:50]2[CH2:49][CH2:48][N:47]([S:51]([C:54]3[CH:55]=[CH:56][C:57]([C:60]([F:63])([F:61])[F:62])=[CH:58][CH:59]=3)(=[O:52])=[O:53])[CH2:46][C@@H:45]2[CH3:44])=[O:34])=[CH:28][CH:27]=1. Given the reactants CN(C(ON1N=NC2C=CC=NC1=2)=[N+](C)C)C.F[P-](F)(F)(F)(F)F.[Cl:25][C:26]1[N:31]=[CH:30][C:29]([C:32]([OH:34])=O)=[CH:28][CH:27]=1.CCN(C(C)C)C(C)C.[CH3:44][C@@H:45]1[NH:50][CH2:49][CH2:48][N:47]([S:51]([C:54]2[CH:59]=[CH:58][C:57]([C:60]([F:63])([F:62])[F:61])=[CH:56][CH:55]=2)(=[O:53])=[O:52])[CH2:46]1, predict the reaction product.